Predict the reaction yield, written as a fraction of the theoretical maximum amount of product (1.0 means a 100% yield; for example, 0.34 means a 34% yield). From a dataset of Reaction yield outcomes from USPTO patents with 853,638 reactions. (1) The reactants are [Br:1][C:2]1[C:10]2[C:9](=[O:11])[NH:8][N:7]=[CH:6][C:5]=2[S:4][CH:3]=1.[F:12][C:13]1[CH:18]=[CH:17][N:16]2[CH:19]=[C:20]([CH2:22][CH2:23]O)[N:21]=[C:15]2[CH:14]=1.C1C=CC(P(C2C=CC=CC=2)C2C=CC=CC=2)=CC=1.CCOC(/N=N/C(OCC)=O)=O. The catalyst is C1COCC1. The product is [Br:1][C:2]1[C:10]2[C:9](=[O:11])[N:8]([CH2:23][CH2:22][C:20]3[N:21]=[C:15]4[CH:14]=[C:13]([F:12])[CH:18]=[CH:17][N:16]4[CH:19]=3)[N:7]=[CH:6][C:5]=2[S:4][CH:3]=1. The yield is 0.177. (2) The reactants are [CH3:1][C:2]1[C:6]([C:7]([OH:9])=[O:8])=[C:5]([CH3:10])[O:4][N:3]=1.O=S(Cl)Cl.[CH3:15]O. No catalyst specified. The product is [CH3:1][C:2]1[C:6]([C:7]([O:9][CH3:15])=[O:8])=[C:5]([CH3:10])[O:4][N:3]=1. The yield is 0.890. (3) The reactants are [F-].C([N+](CCCC)(CCCC)CCCC)CCC.[CH2:19]([CH:21]([CH2:36][CH2:37][CH2:38][CH3:39])[CH2:22][O:23][C:24]1[CH:29]=[CH:28][C:27]([C:30]#[C:31][Si](C)(C)C)=[CH:26][CH:25]=1)[CH3:20]. The catalyst is O1CCCC1. The product is [CH2:19]([CH:21]([CH2:36][CH2:37][CH2:38][CH3:39])[CH2:22][O:23][C:24]1[CH:25]=[CH:26][C:27]([C:30]#[CH:31])=[CH:28][CH:29]=1)[CH3:20]. The yield is 0.990. (4) The reactants are [NH2:1][C:2]1[C:3]([NH:10][C@@H:11]2[CH2:16][CH2:15][C@H:14]([C:17]([NH:19][CH:20]([CH3:22])[CH3:21])=[O:18])[CH2:13][CH2:12]2)=[CH:4][C:5]([O:8][CH3:9])=[N:6][CH:7]=1.[F:23][C:24]1[CH:34]=[CH:33][C:27]([C:28]([N:30]=[C:31]=S)=[O:29])=[CH:26][CH:25]=1.C(Cl)CCl.CCN(C(C)C)C(C)C. The catalyst is C1COCC1. The product is [F:23][C:24]1[CH:25]=[CH:26][C:27]([C:28](/[N:30]=[C:31]2/[N:10]([C@H:11]3[CH2:12][CH2:13][C@@H:14]([C:17](=[O:18])[NH:19][CH:20]([CH3:22])[CH3:21])[CH2:15][CH2:16]3)[C:3]3[CH:4]=[C:5]([O:8][CH3:9])[N:6]=[CH:7][C:2]=3[NH:1]/2)=[O:29])=[CH:33][CH:34]=1. The yield is 0.680. (5) The reactants are [C:1]12([CH2:11][CH2:12][NH:13][CH2:14][CH2:15][CH3:16])[CH2:10][CH:5]3[CH2:6][CH:7]([CH2:9][CH:3]([CH2:4]3)[CH2:2]1)[CH2:8]2.[N:17]1[CH:22]=[CH:21][C:20]([CH2:23][CH2:24][CH2:25][CH2:26][C:27]([OH:29])=O)=[CH:19][CH:18]=1.CN1CCOCC1.Cl.C(N=C=NCCCN(C)C)C. The catalyst is CN(C)C=O. The product is [C:1]12([CH2:11][CH2:12][N:13]([CH2:14][CH2:15][CH3:16])[C:27](=[O:29])[CH2:26][CH2:25][CH2:24][CH2:23][C:20]3[CH:19]=[CH:18][N:17]=[CH:22][CH:21]=3)[CH2:8][CH:7]3[CH2:6][CH:5]([CH2:4][CH:3]([CH2:9]3)[CH2:2]1)[CH2:10]2. The yield is 0.330. (6) The reactants are [CH3:1][O:2][C:3]1[CH:8]=[CH:7][C:6]([C:9]2[CH:17]=[C:16]3[C:12]([CH2:13][C:14](=[O:18])[NH:15]3)=[CH:11][CH:10]=2)=[CH:5][CH:4]=1.[CH:19]([C:21]1[NH:22][C:23]2[CH2:24][CH2:25][CH2:26][CH2:27][C:28]=2[C:29]=1[CH2:30][CH2:31][C:32]([OH:34])=[O:33])=O. The catalyst is N1CCCCC1.C(O)C. The product is [CH3:1][O:2][C:3]1[CH:4]=[CH:5][C:6]([C:9]2[CH:17]=[C:16]3[C:12]([C:13](=[CH:19][C:21]4[NH:22][C:23]5[CH2:24][CH2:25][CH2:26][CH2:27][C:28]=5[C:29]=4[CH2:30][CH2:31][C:32]([OH:34])=[O:33])[C:14](=[O:18])[NH:15]3)=[CH:11][CH:10]=2)=[CH:7][CH:8]=1. The yield is 0.300. (7) The reactants are [SH:1][C:2]1[CH:7]=[CH:6][C:5]([CH2:8][C:9]([OH:11])=[O:10])=[CH:4][CH:3]=1.C(=O)([O-])[O-].[K+].[K+].I[CH2:19][CH3:20].[C:21](OCC)(=O)[CH3:22]. The catalyst is CN(C=O)C.O. The product is [CH2:21]([O:10][C:9](=[O:11])[CH2:8][C:5]1[CH:4]=[CH:3][C:2]([S:1][CH2:19][CH3:20])=[CH:7][CH:6]=1)[CH3:22]. The yield is 0.360.